Task: Predict which catalyst facilitates the given reaction.. Dataset: Catalyst prediction with 721,799 reactions and 888 catalyst types from USPTO (1) Reactant: [CH3:1][C:2]1[C:6]([C:7]2[C:16]3[O:15][CH2:14][C@H:13]([C:17]4[CH:22]=[CH:21][CH:20]=[CH:19][N:18]=4)[N:12]4[C:23]([C:25]5[CH2:26][CH2:27][N:28]([C:31]([O:33][C:34]([CH3:37])([CH3:36])[CH3:35])=[O:32])[CH2:29][CH:30]=5)=[N:24][C:10]([C:11]=34)=[CH:9][CH:8]=2)=[C:5]([CH3:38])[O:4][N:3]=1.[H][H]. Product: [CH3:1][C:2]1[C:6]([C:7]2[C:16]3[O:15][CH2:14][C@H:13]([C:17]4[CH:22]=[CH:21][CH:20]=[CH:19][N:18]=4)[N:12]4[C:23]([CH:25]5[CH2:30][CH2:29][N:28]([C:31]([O:33][C:34]([CH3:36])([CH3:35])[CH3:37])=[O:32])[CH2:27][CH2:26]5)=[N:24][C:10]([C:11]=34)=[CH:9][CH:8]=2)=[C:5]([CH3:38])[O:4][N:3]=1. The catalyst class is: 19. (2) Reactant: [C:1]([C:5]1[CH:35]=[CH:34][C:8]([NH:9][C:10]2[C:19]3[C:14](=[CH:15][CH:16]=[CH:17][CH:18]=3)[C:13]([CH2:20][C:21]3[CH:22]=[N:23][C:24]([O:32]C)=[C:25]([C:27]4[O:28][CH:29]=[CH:30][CH:31]=4)[CH:26]=3)=[N:12][N:11]=2)=[CH:7][CH:6]=1)([CH3:4])([CH3:3])[CH3:2]. The catalyst class is: 22. Product: [C:1]([C:5]1[CH:6]=[CH:7][C:8]([NH:9][C:10]2[C:19]3[C:14](=[CH:15][CH:16]=[CH:17][CH:18]=3)[C:13]([CH2:20][C:21]3[CH:22]=[N:23][C:24]([OH:32])=[C:25]([C:27]4[O:28][CH:29]=[CH:30][CH:31]=4)[CH:26]=3)=[N:12][N:11]=2)=[CH:34][CH:35]=1)([CH3:4])([CH3:2])[CH3:3]. (3) Reactant: [CH:1]1([C:7]2[S:26][C:10]3[N:11]=[C:12]([CH3:25])[N:13]=[C:14]([CH2:15][N:16]4[C:21](=[O:22])[CH:20]5[CH2:23][CH2:24][CH:17]4[CH2:18][NH:19]5)[C:9]=3[CH:8]=2)[CH2:6][CH2:5][CH2:4][CH2:3][CH2:2]1.N1(CO)C2C=CC=C[C:30]=2N=N1.[Cl:38]CCCl.[BH-](OC(C)=O)(OC(C)=O)OC(C)=O.[Na+]. Product: [ClH:38].[CH:1]1([C:7]2[S:26][C:10]3[N:11]=[C:12]([CH3:25])[N:13]=[C:14]([CH2:15][N:16]4[C:21](=[O:22])[CH:20]5[CH2:23][CH2:24][CH:17]4[CH2:18][N:19]5[CH3:30])[C:9]=3[CH:8]=2)[CH2:2][CH2:3][CH2:4][CH2:5][CH2:6]1. The catalyst class is: 6. (4) Reactant: Br[C:2]1[CH:7]=[C:6]([Cl:8])[N:5]=[N:4][C:3]=1[NH2:9].[NH:10]1[CH2:14][CH2:13][CH2:12][CH2:11]1.C(#N)C. Product: [Cl:8][C:6]1[N:5]=[N:4][C:3]([NH2:9])=[C:2]([N:10]2[CH2:14][CH2:13][CH2:12][CH2:11]2)[CH:7]=1. The catalyst class is: 2. (5) The catalyst class is: 70. Product: [N:35]1[CH:34]=[CH:33][N:31]2[C:30]=1[CH:29]=[CH:28][C:27]([C:2]1[CH:7]=[CH:6][C:5]([C:8]([N:10]3[CH2:15][CH2:14][O:13][CH2:12][CH2:11]3)=[O:9])=[C:4]([N+:16]([O-:18])=[O:17])[CH:3]=1)=[N:32]2. Reactant: Br[C:2]1[CH:7]=[CH:6][C:5]([C:8]([N:10]2[CH2:15][CH2:14][O:13][CH2:12][CH2:11]2)=[O:9])=[C:4]([N+:16]([O-:18])=[O:17])[CH:3]=1.CC1(C)C(C)(C)OB([C:27]2[CH:28]=[CH:29][C:30]3[N:31]([CH:33]=[CH:34][N:35]=3)[N:32]=2)O1.[O-]P([O-])([O-])=O.[K+].[K+].[K+]. (6) Reactant: [C:1]([N:8]1[CH2:11][C:10](=[O:12])[CH2:9]1)([O:3][C:4]([CH3:7])([CH3:6])[CH3:5])=[O:2].[CH2:13]([Sn:17]([CH2:30][CH2:31][CH2:32][CH3:33])([CH2:26][CH2:27][CH2:28][CH3:29])[C:18]#[C:19][C:20]1[CH:25]=[CH:24][CH:23]=[CH:22][CH:21]=1)[CH2:14][CH2:15][CH3:16]. Product: [O:12]=[C:10]1[CH2:9][N:8]([C:1]([O:3][C:4]([CH3:7])([CH3:6])[CH3:5])=[O:2])[CH2:11][C:18]([Sn:17]([CH2:13][CH2:14][CH2:15][CH3:16])([CH2:26][CH2:27][CH2:28][CH3:29])[CH2:30][CH2:31][CH2:32][CH3:33])=[C:19]1[C:20]1[CH:21]=[CH:22][CH:23]=[CH:24][CH:25]=1. The catalyst class is: 11. (7) Reactant: [CH3:1][O:2][C:3](=[O:28])[C:4]1[C:9]([NH:10][CH:11]([CH2:15][CH3:16])[CH:12]([OH:14])[CH3:13])=[CH:8][C:7]([CH3:17])=[N:6][C:5]=1[O:18][C:19]1[C:24]([CH3:25])=[CH:23][C:22]([Cl:26])=[CH:21][C:20]=1[CH3:27].[H-].[Na+].[CH3:31]I. Product: [CH3:1][O:2][C:3](=[O:28])[C:4]1[C:9]([NH:10][CH:11]([CH2:15][CH3:16])[CH:12]([O:14][CH3:31])[CH3:13])=[CH:8][C:7]([CH3:17])=[N:6][C:5]=1[O:18][C:19]1[C:24]([CH3:25])=[CH:23][C:22]([Cl:26])=[CH:21][C:20]=1[CH3:27]. The catalyst class is: 1.